Task: Predict the reaction yield, written as a fraction of the theoretical maximum amount of product (1.0 means a 100% yield; for example, 0.34 means a 34% yield).. Dataset: Reaction yield outcomes from USPTO patents with 853,638 reactions The reactants are [OH:1][C:2]1[CH:9]=[CH:8][C:7]([I:10])=[CH:6][C:3]=1[CH2:4][OH:5]. The catalyst is CC(C)=O.[O-2].[Mn+4].[O-2]. The product is [OH:1][C:2]1[CH:9]=[CH:8][C:7]([I:10])=[CH:6][C:3]=1[CH:4]=[O:5]. The yield is 0.580.